From a dataset of Reaction yield outcomes from USPTO patents with 853,638 reactions. Predict the reaction yield, written as a fraction of the theoretical maximum amount of product (1.0 means a 100% yield; for example, 0.34 means a 34% yield). The reactants are [Br:1][C:2]1[CH:6]=[CH:5][O:4][C:3]=1[CH:7]=[O:8].[CH2:9](O)[CH2:10][OH:11].C([O-])(O)=O.[Na+]. The catalyst is C1C=CC=CC=1.O.C1(C)C=CC(S(O)(=O)=O)=CC=1. The product is [Br:1][C:2]1[CH:6]=[CH:5][O:4][C:3]=1[CH:7]1[O:11][CH2:10][CH2:9][O:8]1. The yield is 0.920.